Task: Predict the reaction yield, written as a fraction of the theoretical maximum amount of product (1.0 means a 100% yield; for example, 0.34 means a 34% yield).. Dataset: Reaction yield outcomes from USPTO patents with 853,638 reactions (1) The reactants are [Br:1][C:2]1[CH:7]=[CH:6][C:5]([C:8]2([C:11]([NH:13][NH2:14])=O)[CH2:10][CH2:9]2)=[C:4]([F:15])[CH:3]=1.[Si:16]([O:23][CH2:24][C:25]1([CH3:34])[S:31][CH2:30][CH2:29][N:28]=[C:27](SC)[CH2:26]1)([C:19]([CH3:22])([CH3:21])[CH3:20])([CH3:18])[CH3:17]. The catalyst is C(O)CCC. The product is [Br:1][C:2]1[CH:7]=[CH:6][C:5]([C:8]2([C:11]3[N:28]4[CH2:29][CH2:30][S:31][C:25]([CH2:24][O:23][Si:16]([C:19]([CH3:22])([CH3:21])[CH3:20])([CH3:18])[CH3:17])([CH3:34])[CH2:26][C:27]4=[N:14][N:13]=3)[CH2:10][CH2:9]2)=[C:4]([F:15])[CH:3]=1. The yield is 0.400. (2) The reactants are C[C:2]1[C:3](C)=[C:4]([C:12]#[C:13]CO)[C:5]2[C:10]([CH:11]=1)=[CH:9][CH:8]=[CH:7][CH:6]=2.[OH-].[Na+].C1(C)C=CC=CC=1. The catalyst is C(OCC)C. The product is [C:4]1([C:12]#[CH:13])[C:5]2[C:10](=[CH:9][CH:8]=[CH:7][CH:6]=2)[CH:11]=[CH:2][CH:3]=1. The yield is 0.888. (3) The reactants are [Br:1][CH2:2]/[CH:3]=[CH:4]/[C:5]1[CH:10]=[CH:9][CH:8]=[CH:7][CH:6]=1.[N+](=[CH:13][C:14]([O:16][CH2:17][CH3:18])=[O:15])=[N-]. The catalyst is ClCCl.CC(O)=O.CC(O)=O.CC(O)=O.CC(O)=O.[Rh].[Rh]. The product is [Br:1][CH2:2][CH:3]1[CH:4]([C:5]2[CH:10]=[CH:9][CH:8]=[CH:7][CH:6]=2)[CH:13]1[C:14]([O:16][CH2:17][CH3:18])=[O:15]. The yield is 0.0800. (4) The catalyst is CN(C=O)C.C(Cl)Cl. The yield is 1.00. The reactants are F[C:2]1[CH:7]=[CH:6][C:5]([N+:8]([O-:10])=[O:9])=[CH:4][CH:3]=1.[CH3:11][N:12]1[CH2:18][CH2:17][CH2:16][NH:15][CH2:14][CH2:13]1.C([O-])([O-])=O.[Cs+].[Cs+]. The product is [N+:8]([C:5]1[CH:6]=[CH:7][C:2]([N:15]2[CH2:16][CH2:17][CH2:18][N:12]([CH3:11])[CH2:13][CH2:14]2)=[CH:3][CH:4]=1)([O-:10])=[O:9]. (5) The reactants are [CH3:1][N:2]([CH2:13][C:14]1[N:18]([CH2:19][CH:20]2[CH2:25][CH2:24][CH2:23][NH:22][CH2:21]2)[C:17]2[CH:26]=[CH:27][CH:28]=[CH:29][C:16]=2[N:15]=1)[CH:3]1[C:12]2[N:11]=[CH:10][CH:9]=[CH:8][C:7]=2[CH2:6][CH2:5][CH2:4]1.C=O.[BH-](OC(C)=O)(OC(C)=O)O[C:34](C)=O.[Na+]. The catalyst is ClCCCl.C([O-])([O-])=O.[Na+].[Na+].ClCCl. The product is [CH3:1][N:2]([CH2:13][C:14]1[N:18]([CH2:19][CH:20]2[CH2:25][CH2:24][CH2:23][N:22]([CH3:34])[CH2:21]2)[C:17]2[CH:26]=[CH:27][CH:28]=[CH:29][C:16]=2[N:15]=1)[CH:3]1[C:12]2[N:11]=[CH:10][CH:9]=[CH:8][C:7]=2[CH2:6][CH2:5][CH2:4]1. The yield is 0.790. (6) The reactants are C([O:3][C:4]([C:6]12[CH2:23][CH:22]1[CH:21]=[CH:20][CH2:19][CH2:18][CH2:17][CH2:16][N:15]([CH3:24])[C:14](=[O:25])[CH:13]1[CH:9]([CH2:10][CH:11]([O:26][C:27]3[C:36]4[C:31](=[C:32]([CH3:39])[C:33]([O:37][CH3:38])=[CH:34][CH:35]=4)[N:30]=[C:29]([C:40]4[CH:45]=[CH:44][C:43]([O:46][CH3:47])=[CH:42][CH:41]=4)[N:28]=3)[CH2:12]1)[C:8](=[O:48])[NH:7]2)=[O:5])C.BrCC(=O)C(C)C.[OH-].[Li+]. The catalyst is C1COCC1. The product is [CH3:38][O:37][C:33]1[C:32]([CH3:39])=[C:31]2[C:36]([C:27]([O:26][CH:11]3[CH2:10][CH:9]4[CH:13]([C:14](=[O:25])[N:15]([CH3:24])[CH2:16][CH2:17][CH2:18][CH2:19][CH:20]=[CH:21][CH:22]5[C:6]([C:4]([OH:5])=[O:3])([NH:7][C:8]4=[O:48])[CH2:23]5)[CH2:12]3)=[N:28][C:29]([C:40]3[CH:41]=[CH:42][C:43]([O:46][CH3:47])=[CH:44][CH:45]=3)=[N:30]2)=[CH:35][CH:34]=1. The yield is 0.570. (7) The reactants are COC1C=C(C=CC=1OC)C[NH:7][C:8]1[N:30]=[CH:29][C:11]2[C:12]3[N:13]([CH:17]=[C:18]([C:20]4[N:24]([CH:25]([CH3:27])[CH3:26])[N:23]=[C:22]([CH3:28])[N:21]=4)[N:19]=3)[CH2:14][CH2:15][O:16][C:10]=2[CH:9]=1. The catalyst is C(O)(C(F)(F)F)=O. The product is [CH:25]([N:24]1[C:20]([C:18]2[N:19]=[C:12]3[C:11]4[CH:29]=[N:30][C:8]([NH2:7])=[CH:9][C:10]=4[O:16][CH2:15][CH2:14][N:13]3[CH:17]=2)=[N:21][C:22]([CH3:28])=[N:23]1)([CH3:27])[CH3:26]. The yield is 0.310.